This data is from Catalyst prediction with 721,799 reactions and 888 catalyst types from USPTO. The task is: Predict which catalyst facilitates the given reaction. Reactant: [C:1]1([C:7]2[N:8]=[CH:9][N:10]([C:12]([C:25]3[CH:30]=[CH:29][CH:28]=[CH:27][CH:26]=3)([C:19]3[CH:24]=[CH:23][CH:22]=[CH:21][CH:20]=3)[C:13]3[CH:18]=[CH:17][CH:16]=[CH:15][CH:14]=3)[CH:11]=2)[CH:6]=[CH:5][CH:4]=[CH:3][CH:2]=1.[Li]CCCC.[CH2:36]([O:38][C:39]1[CH:40]=[C:41]([O:48][CH:49]([CH3:51])[CH3:50])[C:42]([F:47])=[C:43]([CH:46]=1)[CH:44]=[O:45])[CH3:37]. Product: [CH2:36]([O:38][C:39]1[CH:40]=[C:41]([O:48][CH:49]([CH3:50])[CH3:51])[C:42]([F:47])=[C:43]([CH:44]([C:9]2[N:10]([C:12]([C:25]3[CH:26]=[CH:27][CH:28]=[CH:29][CH:30]=3)([C:13]3[CH:18]=[CH:17][CH:16]=[CH:15][CH:14]=3)[C:19]3[CH:20]=[CH:21][CH:22]=[CH:23][CH:24]=3)[CH:11]=[C:7]([C:1]3[CH:6]=[CH:5][CH:4]=[CH:3][CH:2]=3)[N:8]=2)[OH:45])[CH:46]=1)[CH3:37]. The catalyst class is: 1.